The task is: Predict the reaction yield, written as a fraction of the theoretical maximum amount of product (1.0 means a 100% yield; for example, 0.34 means a 34% yield).. This data is from Reaction yield outcomes from USPTO patents with 853,638 reactions. (1) The reactants are [N:1]1([CH:7]([C:10]2[CH:11]=[N:12][C:13]([C:16]([F:19])([F:18])[F:17])=[N:14][CH:15]=2)[C:8]#[N:9])[CH2:6][CH2:5][O:4][CH2:3][CH2:2]1.N. The catalyst is CO.[Ni]. The product is [N:1]1([CH:7]([C:10]2[CH:15]=[N:14][C:13]([C:16]([F:18])([F:17])[F:19])=[N:12][CH:11]=2)[CH2:8][NH2:9])[CH2:6][CH2:5][O:4][CH2:3][CH2:2]1. The yield is 0.860. (2) The reactants are [F:1][C:2]1[CH:7]=[C:6](B2OC(C)(C)C(C)(C)O2)[CH:5]=[CH:4][C:3]=1[C:17]([N:19]1[CH2:23][CH2:22][CH2:21][C@H:20]1[CH2:24][N:25]1[CH2:29][CH2:28][CH2:27][C@H:26]1[CH3:30])=[O:18].Br[C:32]1[S:33][C:34]([S:37]([CH2:40][CH3:41])(=[O:39])=[O:38])=[CH:35][CH:36]=1. No catalyst specified. The product is [CH2:40]([S:37]([C:34]1[S:33][C:32]([C:6]2[CH:5]=[CH:4][C:3]([C:17]([N:19]3[CH2:23][CH2:22][CH2:21][C@H:20]3[CH2:24][N:25]3[CH2:29][CH2:28][CH2:27][C@H:26]3[CH3:30])=[O:18])=[C:2]([F:1])[CH:7]=2)=[CH:36][CH:35]=1)(=[O:39])=[O:38])[CH3:41]. The yield is 0.350.